From a dataset of Forward reaction prediction with 1.9M reactions from USPTO patents (1976-2016). Predict the product of the given reaction. (1) Given the reactants [H-].[Na+].[C:3]([O:11][CH2:12][CH3:13])(=[O:10])[CH2:4][C:5]([O:7][CH2:8][CH3:9])=[O:6].[F:14][C:15]([F:26])([F:25])[C:16](Cl)=[N:17][C:18]1[CH:23]=[CH:22][CH:21]=[CH:20][CH:19]=1, predict the reaction product. The product is: [CH2:12]([O:11][C:3](=[O:10])[CH:4]([C:16](=[N:17][C:18]1[CH:23]=[CH:22][CH:21]=[CH:20][CH:19]=1)[C:15]([F:14])([F:25])[F:26])[C:5]([O:7][CH2:8][CH3:9])=[O:6])[CH3:13]. (2) Given the reactants [C:1]([C:3]1[CH:10]=[CH:9][CH:8]=[CH:7][C:4]=1[CH:5]=O)#[N:2].[NH2:11][C:12]1[CH:13]=[C:14]2[C:18]3=[C:19]([CH2:21][O:22][CH2:23][CH2:24][N:17]3[C@H:16]3[CH2:25][CH2:26][N:27](C(OC(C)(C)C)=O)[CH2:28][C@@H:15]23)[CH:20]=1, predict the reaction product. The product is: [CH2:24]1[N:17]2[C:18]3[C:14]([C@@H:15]4[CH2:28][NH:27][CH2:26][CH2:25][C@@H:16]42)=[CH:13][C:12]([NH:11][CH2:5][C:4]2[CH:7]=[CH:8][CH:9]=[CH:10][C:3]=2[C:1]#[N:2])=[CH:20][C:19]=3[CH2:21][O:22][CH2:23]1.